This data is from Forward reaction prediction with 1.9M reactions from USPTO patents (1976-2016). The task is: Predict the product of the given reaction. (1) Given the reactants [Br:1][CH:2]([CH3:16])[C:3]([C:5]1[C:14]2[C:9](=[CH:10][CH:11]=[CH:12][CH:13]=2)[C:8]([F:15])=[CH:7][CH:6]=1)=O.[NH:17]1[CH2:21][CH2:20][NH:19][C:18]1=[S:22].CCO, predict the reaction product. The product is: [BrH:1].[F:15][C:8]1[C:9]2[C:14](=[CH:13][CH:12]=[CH:11][CH:10]=2)[C:5]([C:3]2[N:19]3[CH2:20][CH2:21][N:17]=[C:18]3[S:22][C:2]=2[CH3:16])=[CH:6][CH:7]=1. (2) Given the reactants [NH2:1][CH2:2][C@H:3]([OH:5])[CH3:4].[Cl:6][C:7]1[CH:12]=[C:11]([NH:13][C:14]2[C:23]3[C:18](=[CH:19][CH:20]=[CH:21][C:22]=3F)[N:17]=[CH:16][N:15]=2)[CH:10]=[CH:9][C:8]=1[OH:25].ClC1C=C(NC2C3C(=CC=CC=3OCCNC)N=CN=2)C=CC=1OCC1C=CC=CN=1, predict the reaction product. The product is: [NH2:1][CH2:2][C@@H:3]([CH3:4])[O:5][C:22]1[CH:21]=[CH:20][CH:19]=[C:18]2[C:23]=1[C:14]([NH:13][C:11]1[CH:10]=[CH:9][C:8]([OH:25])=[C:7]([Cl:6])[CH:12]=1)=[N:15][CH:16]=[N:17]2. (3) Given the reactants [Cl:1][C:2]1[CH:3]=[C:4]([C:12]2[S:16][N:15]=[C:14]([C:17]3[C:18]([CH2:37][CH3:38])=[C:19]([CH2:23][CH:24]4[CH2:29][CH2:28][N:27]([CH2:30][CH2:31][C:32]([O:34]CC)=[O:33])[CH2:26][CH2:25]4)[CH:20]=[CH:21][CH:22]=3)[N:13]=2)[CH:5]=[CH:6][C:7]=1[O:8][CH:9]([CH3:11])[CH3:10].[OH-].[Na+], predict the reaction product. The product is: [Cl:1][C:2]1[CH:3]=[C:4]([C:12]2[S:16][N:15]=[C:14]([C:17]3[C:18]([CH2:37][CH3:38])=[C:19]([CH2:23][CH:24]4[CH2:25][CH2:26][N:27]([CH2:30][CH2:31][C:32]([OH:34])=[O:33])[CH2:28][CH2:29]4)[CH:20]=[CH:21][CH:22]=3)[N:13]=2)[CH:5]=[CH:6][C:7]=1[O:8][CH:9]([CH3:11])[CH3:10]. (4) The product is: [S:1]1[CH:5]=[CH:4][N:3]=[C:2]1[NH:6][C:7]([C:9]1[C:17]2[C:12](=[CH:13][C:14]([F:18])=[CH:15][CH:16]=2)[N:11]([CH2:26][CH2:25][C:20]2[CH:21]=[CH:22][CH:23]=[CH:24][N:19]=2)[CH:10]=1)=[O:8]. Given the reactants [S:1]1[CH:5]=[CH:4][N:3]=[C:2]1[NH:6][C:7]([C:9]1[C:17]2[C:12](=[CH:13][C:14]([F:18])=[CH:15][CH:16]=2)[NH:11][CH:10]=1)=[O:8].[N:19]1[CH:24]=[CH:23][CH:22]=[CH:21][C:20]=1[CH2:25][CH2:26]OS(C1C=CC(C)=CC=1)(=O)=O, predict the reaction product. (5) The product is: [CH3:42][C:43]1[CH:44]=[C:45]([CH:46]=[CH:47][C:48]=1[CH3:49])[CH2:50][CH:51]([NH:55][C:56]([N:58]1[CH2:59][CH2:60][CH:61]([N:64]2[CH2:73][C:68]3[C:67](=[CH:72][CH:71]=[CH:70][CH:69]=3)[NH:66][C:65]2=[O:74])[CH2:62][CH2:63]1)=[O:57])[C:52]([N:85]1[CH2:84][CH2:83][CH:82]([N:79]2[CH2:78][CH2:77][N:76]([CH3:75])[CH2:81][CH2:80]2)[CH2:87][CH2:86]1)=[O:54]. Given the reactants CN(C(ON1N=NC2C=CC=CC1=2)=[N+](C)C)C.[B-](F)(F)(F)F.C1C=CC2N(O)N=NC=2C=1.C(N(C(C)C)C(C)C)C.[CH3:42][C:43]1[CH:44]=[C:45]([CH2:50][CH:51]([NH:55][C:56]([N:58]2[CH2:63][CH2:62][CH:61]([N:64]3[CH2:73][C:72]4[C:67](=[CH:68][CH:69]=[CH:70][CH:71]=4)[NH:66][C:65]3=[O:74])[CH2:60][CH2:59]2)=[O:57])[C:52]([OH:54])=O)[CH:46]=[CH:47][C:48]=1[CH3:49].[CH3:75][N:76]1[CH2:81][CH2:80][N:79]([CH:82]2[CH2:87][CH2:86][NH:85][CH2:84][CH2:83]2)[CH2:78][CH2:77]1, predict the reaction product. (6) The product is: [OH:17][CH:14]1[CH2:15][CH2:16][C:11]([C:7]2[CH:8]=[CH:9][CH:10]=[C:5]([O:4][CH3:3])[CH:6]=2)([C:18]([O:20][CH3:21])=[O:19])[CH2:12][CH2:13]1. Given the reactants [BH4-].[Na+].[CH3:3][O:4][C:5]1[CH:6]=[C:7]([C:11]2([C:18]([O:20][CH3:21])=[O:19])[CH2:16][CH2:15][C:14](=[O:17])[CH2:13][CH2:12]2)[CH:8]=[CH:9][CH:10]=1.[Cl-].[NH4+], predict the reaction product. (7) Given the reactants [S:1]1[CH:5]=[CH:4][CH:3]=[C:2]1[C:6]([C:8]1[CH:9]=[N:10][N:11]2[C:16]([C:17]3[CH:18]=[C:19]([CH:23]=[CH:24][CH:25]=3)[C:20]([OH:22])=O)=[CH:15][CH:14]=[N:13][C:12]=12)=[O:7].[CH2:26]([NH2:30])[CH2:27][CH2:28][CH3:29], predict the reaction product. The product is: [CH2:26]([NH:30][C:20](=[O:22])[C:19]1[CH:23]=[CH:24][CH:25]=[C:17]([C:16]2[N:11]3[N:10]=[CH:9][C:8]([C:6]([C:2]4[S:1][CH:5]=[CH:4][CH:3]=4)=[O:7])=[C:12]3[N:13]=[CH:14][CH:15]=2)[CH:18]=1)[CH2:27][CH2:28][CH3:29].